Task: Predict which catalyst facilitates the given reaction.. Dataset: Catalyst prediction with 721,799 reactions and 888 catalyst types from USPTO Reactant: [NH2:1][C:2]1[CH:3]=[C:4]([NH:8][C:9]([C:11]2[C:12]([C:17]3[CH:22]=[CH:21][C:20]([C:23]([F:26])([F:25])[F:24])=[CH:19][CH:18]=3)=[CH:13][CH:14]=[CH:15][CH:16]=2)=[O:10])[CH:5]=[CH:6][CH:7]=1. Product: [CH:9]([C:11]1[CH:16]=[N:1][C:2]2[C:7]([CH:12]=1)=[CH:6][CH:5]=[C:4]([NH:8][C:9]([C:11]1[C:12]([C:17]3[CH:22]=[CH:21][C:20]([C:23]([F:24])([F:25])[F:26])=[CH:19][CH:18]=3)=[CH:13][CH:14]=[CH:15][CH:16]=1)=[O:10])[CH:3]=2)=[O:10]. The catalyst class is: 8.